From a dataset of Forward reaction prediction with 1.9M reactions from USPTO patents (1976-2016). Predict the product of the given reaction. (1) Given the reactants [NH2:1][C:2]1[C:11]2[CH:10]=[CH:9][C:8]([F:12])=[C:7](Br)[C:6]=2[N:5]=[C:4]2[CH2:14][N:15]([CH:18]3[CH2:21][CH2:20][CH2:19]3)[C:16](=[O:17])[C:3]=12.[CH3:22][O:23][C:24]1[N:29]=[C:28]([O:30][CH3:31])[C:27](B2OC(C)(C)C(C)(C)O2)=[CH:26][N:25]=1, predict the reaction product. The product is: [NH2:1][C:2]1[C:11]2[CH:10]=[CH:9][C:8]([F:12])=[C:7]([C:27]3[C:28]([O:30][CH3:31])=[N:29][C:24]([O:23][CH3:22])=[N:25][CH:26]=3)[C:6]=2[N:5]=[C:4]2[CH2:14][N:15]([CH:18]3[CH2:21][CH2:20][CH2:19]3)[C:16](=[O:17])[C:3]=12. (2) The product is: [Cl:36][C:9]1[N:8]=[C:7]([NH:41][CH2:40][CH:39]=[C:38]([CH3:42])[CH3:37])[C:6]2[C:11](=[CH:12][CH:13]=[C:4]([N+:1]([O-:3])=[O:2])[CH:5]=2)[N:10]=1. Given the reactants [N+:1]([C:4]1[CH:5]=[C:6]2[C:11](=[CH:12][CH:13]=1)[NH:10][C:9](=O)[NH:8][C:7]2=O)([O-:3])=[O:2].CN1CCN(C)C1=O.P(Cl)(Cl)(Cl)=O.C(N(CC)CC)C.[ClH:36].[CH3:37][C:38]([CH3:42])=[CH:39][CH2:40][NH2:41], predict the reaction product. (3) Given the reactants [F:1][C:2]([F:40])([F:39])[C:3]1[CH:38]=[CH:37][C:6]2=[N:7][N:8]([C:10]3[CH:11]=[C:12]([CH:19]=[C:20]([C:23]([C:31]4[CH:36]=[CH:35][CH:34]=[CH:33][CH:32]=4)([C:25]4[CH:30]=[CH:29][CH:28]=[CH:27][CH:26]=4)[CH3:24])[C:21]=3[OH:22])[CH2:13][CH2:14][C:15]([O:17]C)=[O:16])[N:9]=[C:5]2[CH:4]=1.Cl, predict the reaction product. The product is: [F:39][C:2]([F:1])([F:40])[C:3]1[CH:38]=[CH:37][C:6]2=[N:7][N:8]([C:10]3[CH:11]=[C:12]([CH:19]=[C:20]([C:23]([C:25]4[CH:30]=[CH:29][CH:28]=[CH:27][CH:26]=4)([C:31]4[CH:36]=[CH:35][CH:34]=[CH:33][CH:32]=4)[CH3:24])[C:21]=3[OH:22])[CH2:13][CH2:14][C:15]([OH:17])=[O:16])[N:9]=[C:5]2[CH:4]=1.